Predict the reaction yield, written as a fraction of the theoretical maximum amount of product (1.0 means a 100% yield; for example, 0.34 means a 34% yield). From a dataset of Reaction yield outcomes from USPTO patents with 853,638 reactions. The reactants are [Cl:1][C:2]1[CH:3]=[C:4]2[C:8](=[CH:9][CH:10]=1)[C:7](=[O:11])[NH:6][CH2:5]2.Br[C:13]1[C:21]2[CH2:20][CH2:19][CH:18]([NH2:22])[C:17]=2[CH:16]=[N:15][CH:14]=1.C([O-])([O-])=O.[Cs+].[Cs+].N[C@H]1CCCC[C@@H]1N. The catalyst is O1CCOCC1.[Cu]I.O. The product is [NH2:22][CH:18]1[C:17]2[CH:16]=[N:15][CH:14]=[C:13]([N:6]3[CH2:5][C:4]4[C:8](=[CH:9][CH:10]=[C:2]([Cl:1])[CH:3]=4)[C:7]3=[O:11])[C:21]=2[CH2:20][CH2:19]1. The yield is 0.800.